From a dataset of Full USPTO retrosynthesis dataset with 1.9M reactions from patents (1976-2016). Predict the reactants needed to synthesize the given product. The reactants are: [CH3:1][C:2]1[CH:7]=[CH:6][C:5]([NH2:8])=[C:4]([B:9]2[O:13][C:12]([CH3:15])([CH3:14])[C:11]([CH3:17])([CH3:16])[O:10]2)[CH:3]=1.[C:18](Cl)(=[O:20])[CH3:19].N1C=CC=CC=1. Given the product [CH3:1][C:2]1[CH:7]=[CH:6][C:5]([NH:8][C:18](=[O:20])[CH3:19])=[C:4]([B:9]2[O:13][C:12]([CH3:15])([CH3:14])[C:11]([CH3:17])([CH3:16])[O:10]2)[CH:3]=1, predict the reactants needed to synthesize it.